From a dataset of Peptide-MHC class I binding affinity with 185,985 pairs from IEDB/IMGT. Regression. Given a peptide amino acid sequence and an MHC pseudo amino acid sequence, predict their binding affinity value. This is MHC class I binding data. (1) The peptide sequence is APPPFRLPL. The MHC is HLA-C14:02 with pseudo-sequence HLA-C14:02. The binding affinity (normalized) is 0.393. (2) The peptide sequence is SADASTFLK. The MHC is HLA-A68:01 with pseudo-sequence HLA-A68:01. The binding affinity (normalized) is 0.770. (3) The peptide sequence is KSSIKDSMY. The binding affinity (normalized) is 0.134. The MHC is HLA-A68:01 with pseudo-sequence HLA-A68:01. (4) The peptide sequence is KQWIVAGAI. The MHC is HLA-B51:01 with pseudo-sequence HLA-B51:01. The binding affinity (normalized) is 0.0847. (5) The peptide sequence is ITAGYNRYY. The MHC is HLA-A26:01 with pseudo-sequence HLA-A26:01. The binding affinity (normalized) is 0.508.